This data is from Forward reaction prediction with 1.9M reactions from USPTO patents (1976-2016). The task is: Predict the product of the given reaction. Given the reactants [CH3:1][O:2][C:3]([CH2:5][C@@H:6]([C:32]1[CH:33]=[N:34][C:35]([O:38][CH3:39])=[N:36][CH:37]=1)[CH2:7][C:8](=[O:31])[CH:9]=[CH:10][CH2:11][CH2:12][C:13]1[CH:14]=[CH:15][C:16]2[CH2:22][CH2:21][CH2:20][CH2:19][N:18]([C:23]([O:25][C:26]([CH3:29])([CH3:28])[CH3:27])=[O:24])[C:17]=2[N:30]=1)=[O:4], predict the reaction product. The product is: [CH3:1][O:2][C:3]([CH2:5][C@@H:6]([C:32]1[CH:33]=[N:34][C:35]([O:38][CH3:39])=[N:36][CH:37]=1)[CH2:7][C:8](=[O:31])[CH2:9][CH2:10][CH2:11][CH2:12][C:13]1[CH:14]=[CH:15][C:16]2[CH2:22][CH2:21][CH2:20][CH2:19][N:18]([C:23]([O:25][C:26]([CH3:28])([CH3:29])[CH3:27])=[O:24])[C:17]=2[N:30]=1)=[O:4].